The task is: Predict which catalyst facilitates the given reaction.. This data is from Catalyst prediction with 721,799 reactions and 888 catalyst types from USPTO. (1) Reactant: C[O:2][C:3]1[N:8]=[CH:7][C:6]([CH2:9][NH:10][C:11]2[CH:32]=[CH:31][CH:30]=[CH:29][C:12]=2[C:13]([NH:15][C:16]2[CH:21]=[CH:20][C:19]([C:22]#[C:23][CH3:24])=[C:18]([C:25]([F:28])([F:27])[F:26])[CH:17]=2)=[O:14])=[CH:5][CH:4]=1.C[Si](I)(C)C.CO. Product: [O:2]=[C:3]1[NH:8][CH:7]=[C:6]([CH2:9][NH:10][C:11]2[CH:32]=[CH:31][CH:30]=[CH:29][C:12]=2[C:13]([NH:15][C:16]2[CH:21]=[CH:20][C:19]([C:22]#[C:23][CH3:24])=[C:18]([C:25]([F:28])([F:26])[F:27])[CH:17]=2)=[O:14])[CH:5]=[CH:4]1. The catalyst class is: 22. (2) Reactant: [NH:1]1[CH2:4][CH:3]([NH:5][C:6]([C:8]2[CH:9]=[N:10][C:11]([C:14]3[CH:19]=[CH:18][CH:17]=[C:16]([F:20])[CH:15]=3)=[N:12][CH:13]=2)=[O:7])[CH2:2]1.CCN(C(C)C)C(C)C.[C:30](Cl)(=[O:35])[C:31]([CH3:34])([CH3:33])[CH3:32]. Product: [CH3:32][C:31]([CH3:34])([CH3:33])[C:30]([N:1]1[CH2:4][CH:3]([NH:5][C:6]([C:8]2[CH:13]=[N:12][C:11]([C:14]3[CH:19]=[CH:18][CH:17]=[C:16]([F:20])[CH:15]=3)=[N:10][CH:9]=2)=[O:7])[CH2:2]1)=[O:35]. The catalyst class is: 3.